Task: Predict which catalyst facilitates the given reaction.. Dataset: Catalyst prediction with 721,799 reactions and 888 catalyst types from USPTO (1) Reactant: [NH2:1][C:2]1[CH:7]=[CH:6][C:5]([N:8]2[CH2:13][CH2:12][N:11]([C:14](=[O:16])[CH3:15])[CH2:10][CH2:9]2)=[CH:4][CH:3]=1.[CH3:17][O:18][C:19]([C:21]1[N:30]([CH:31]([CH2:34][CH3:35])[CH2:32][CH3:33])[C:24]2[N:25]=[C:26](Cl)[N:27]=[CH:28][C:23]=2[CH:22]=1)=[O:20].CC1(C)C2C(=C(P(C3C=CC=CC=3)C3C=CC=CC=3)C=CC=2)OC2C(P(C3C=CC=CC=3)C3C=CC=CC=3)=CC=CC1=2.C([O-])([O-])=O.[Cs+].[Cs+]. Product: [CH3:17][O:18][C:19]([C:21]1[N:30]([CH:31]([CH2:34][CH3:35])[CH2:32][CH3:33])[C:24]2[N:25]=[C:26]([NH:1][C:2]3[CH:3]=[CH:4][C:5]([N:8]4[CH2:9][CH2:10][N:11]([C:14](=[O:16])[CH3:15])[CH2:12][CH2:13]4)=[CH:6][CH:7]=3)[N:27]=[CH:28][C:23]=2[CH:22]=1)=[O:20]. The catalyst class is: 62. (2) Reactant: [CH3:1][O:2][C:3]1[CH:4]=[C:5]2[C:10](=[CH:11][C:12]=1[O:13][CH3:14])[N:9]=[CH:8][N:7]=[C:6]2[O:15][C:16]1[CH:22]=[CH:21][C:19]([NH2:20])=[C:18]([F:23])[CH:17]=1.ClC(Cl)(O[C:28](=[O:34])OC(Cl)(Cl)Cl)Cl.[F:36][C:37]1[CH:44]=[C:43]([F:45])[CH:42]=[CH:41][C:38]=1[CH2:39][NH2:40]. Product: [F:36][C:37]1[CH:44]=[C:43]([F:45])[CH:42]=[CH:41][C:38]=1[CH2:39][NH:40][C:28]([NH:20][C:19]1[CH:21]=[CH:22][C:16]([O:15][C:6]2[C:5]3[C:10](=[CH:11][C:12]([O:13][CH3:14])=[C:3]([O:2][CH3:1])[CH:4]=3)[N:9]=[CH:8][N:7]=2)=[CH:17][C:18]=1[F:23])=[O:34]. The catalyst class is: 542. (3) Reactant: [OH:1][C:2]1[CH:7]=[C:6]([Cl:8])[CH:5]=[CH:4][C:3]=1[C:9]1[O:10][C:11]([CH:26]([CH3:28])[CH3:27])=[C:12]([CH2:14][CH2:15][C:16]([C:18]2[CH:23]=[CH:22][C:21]([OH:24])=[C:20]([CH3:25])[CH:19]=2)=[O:17])[N:13]=1.Br[C:30]([CH3:37])([CH3:36])[C:31]([O:33][CH2:34][CH3:35])=[O:32].C(=O)([O-])[O-].[K+].[K+]. Product: [OH:1][C:2]1[CH:7]=[C:6]([Cl:8])[CH:5]=[CH:4][C:3]=1[C:9]1[O:10][C:11]([CH:26]([CH3:28])[CH3:27])=[C:12]([CH2:14][CH2:15][C:16]([C:18]2[CH:23]=[CH:22][C:21]([O:24][C:30]([CH3:37])([CH3:36])[C:31]([O:33][CH2:34][CH3:35])=[O:32])=[C:20]([CH3:25])[CH:19]=2)=[O:17])[N:13]=1. The catalyst class is: 311.